Dataset: Reaction yield outcomes from USPTO patents with 853,638 reactions. Task: Predict the reaction yield, written as a fraction of the theoretical maximum amount of product (1.0 means a 100% yield; for example, 0.34 means a 34% yield). (1) The reactants are [N:1]([C:4]1[C:14]([Cl:15])=[CH:13][C:7]([C:8]([NH:10][CH2:11][CH3:12])=[O:9])=[C:6]([O:16][CH3:17])[CH:5]=1)=[N+:2]=[N-:3].O=[C:19]([CH3:26])[CH2:20][C:21]([O:23]CC)=[O:22].[O-]CC.[Na+]. The catalyst is C(O)C. The product is [Cl:15][C:14]1[CH:13]=[C:7]([C:8]([NH:10][CH2:11][CH3:12])=[O:9])[C:6]([O:16][CH3:17])=[CH:5][C:4]=1[N:1]1[C:19]([CH3:26])=[C:20]([C:21]([OH:23])=[O:22])[N:3]=[N:2]1. The yield is 0.280. (2) The reactants are [NH2:1][C:2](=[O:36])[CH2:3][O:4][C:5]1[C:13]([C:14]2[CH:15]=[CH:16][C:17]3[O:21][C:20]([C:22]4[CH:27]=[CH:26][C:25]([F:28])=[CH:24][CH:23]=4)=[C:19]([C:29](=[O:32])[NH:30][CH3:31])[C:18]=3[CH:33]=2)=[CH:12][C:8]([C:9]([OH:11])=O)=[C:7]([O:34][CH3:35])[CH:6]=1.[N:37]1[CH:42]=[CH:41][CH:40]=[CH:39][C:38]=1[C:43]1([NH2:46])[CH2:45][CH2:44]1.CN(C(ON1N=NC2C=CC=NC1=2)=[N+](C)C)C.F[P-](F)(F)(F)(F)F. The catalyst is CN(C=O)C. The product is [NH2:1][C:2](=[O:36])[CH2:3][O:4][C:5]1[CH:6]=[C:7]([O:34][CH3:35])[C:8]([C:9](=[O:11])[NH:46][C:43]2([C:38]3[CH:39]=[CH:40][CH:41]=[CH:42][N:37]=3)[CH2:45][CH2:44]2)=[CH:12][C:13]=1[C:14]1[CH:15]=[CH:16][C:17]2[O:21][C:20]([C:22]3[CH:27]=[CH:26][C:25]([F:28])=[CH:24][CH:23]=3)=[C:19]([C:29]([NH:30][CH3:31])=[O:32])[C:18]=2[CH:33]=1. The yield is 0.870.